This data is from Experimentally validated miRNA-target interactions with 360,000+ pairs, plus equal number of negative samples. The task is: Binary Classification. Given a miRNA mature sequence and a target amino acid sequence, predict their likelihood of interaction. (1) The miRNA is hsa-miR-4514 with sequence ACAGGCAGGAUUGGGGAA. The protein sequence of the target gene is MEGSPIPVLTVPTAPYEDQRPTGGGGLRRPTGLFEGQRNYLPNFIQSVLSSIDLRDRQGCTMVVGSDGRYFSRTATEIVVQMAAANGIGRLIIGQNGILSTPAVSCIIRKIKAAGGIILTASHCPGGPGGEFGVKFNVANGGPAPDVVSDKIYQISKTIEEYAICPDLRIDLSRLGRQEFDLENKFKPFRVEIVDPVDIYLNLLRNIFDFNAIKSLLTGPSQLKIRVDAMHGVMGPYVRKVLCDELGAPANSAINCVPLEDFGGQHPDPNLTYATTLLEAMKGGEYGFGAAFDADGDRYM.... Result: 0 (no interaction). (2) The miRNA is hsa-miR-505-5p with sequence GGGAGCCAGGAAGUAUUGAUGU. The protein sequence of the target gene is MFRYESLEDCPLDEDEDAFQGLGEEDEEIDQFNDDTFGSGAVDDDWQEAHERLAELEEKLPVAVNEQTGNGERDEMDLLGDHEENLAERLSKMVIENELEDPAIMRAVQTRPVLQPQPGSLNSSIWDGSEVLRRIRGPLLAQEMPTVSVLEYALPQRPPQGPEDDRDLSERALPRRSTSPIIGSPPVRAVPIGTPPKQMAVPSFTQQILCPKPVHVRPPMPPRYPAPYGERMSPNQLCSVPNSSLLGHPFPPSVPPVLSPLQRAQLLGGAQLQPGRMSPSQFARVPGFVGSPLAAMNPKL.... Result: 0 (no interaction). (3) The miRNA is hsa-miR-449a with sequence UGGCAGUGUAUUGUUAGCUGGU. The protein sequence of the target gene is MAARCSTRWLLVVVGTPRLPAISGRGARPPREGVVGAWLSRKLSVPAFASSLTSCGPRALLTLRPGVSLTGTKHNPFICTASFHTSAPLAKEDYYQILGVPRNASQKEIKKAYYQLAKKYHPDTNKDDPKAKEKFSQLAEAYEVLSDEVKRKQYDAYGSAGFDPGASGSQHSYWKGGPTVDPEELFRKIFGEFSSSSFGDFQTVFDQPQEYFMELTFNQAAKGVNKEFTVNIMDTCERCNGKGNEPGTKVQHCHYCGGSGMETINTGPFVMRSTCRRCGGRGSIIISPCVVCRGAGQAKQ.... Result: 0 (no interaction).